Task: Predict which catalyst facilitates the given reaction.. Dataset: Catalyst prediction with 721,799 reactions and 888 catalyst types from USPTO (1) Reactant: [BH4-].[Na+].[Cl:3][C:4]1[CH:9]=[CH:8][C:7]([CH2:10][N:11]2[C:15]3[C:16](=[O:19])[CH2:17][CH2:18][C:14]=3[N:13]=[C:12]2[CH:20]([CH3:22])[CH3:21])=[CH:6][CH:5]=1. Product: [Cl:3][C:4]1[CH:5]=[CH:6][C:7]([CH2:10][N:11]2[C:15]3[CH:16]([OH:19])[CH2:17][CH2:18][C:14]=3[N:13]=[C:12]2[CH:20]([CH3:22])[CH3:21])=[CH:8][CH:9]=1. The catalyst class is: 98. (2) Reactant: [CH3:1][C:2]1[C:8]([OH:9])=[CH:7][C:6]([CH3:10])=[CH:5][C:3]=1[OH:4].[C:11](O[C:11](=[O:14])[CH2:12][CH3:13])(=[O:14])[CH2:12][CH3:13].O. Product: [OH:4][C:3]1[C:2]([CH3:1])=[C:8]([OH:9])[CH:7]=[C:6]([CH3:10])[C:5]=1[C:11](=[O:14])[CH2:12][CH3:13]. The catalyst class is: 13. (3) The catalyst class is: 16. Reactant: Br[C:2]1[N:6]([CH3:7])[C:5]2[CH:8]=[CH:9][C:10]([C:12]([O:14][CH3:15])=[O:13])=[CH:11][C:4]=2[N:3]=1.[NH:16]1[CH2:20][CH2:19][CH2:18][CH2:17]1. Product: [CH3:7][N:6]1[C:5]2[CH:8]=[CH:9][C:10]([C:12]([O:14][CH3:15])=[O:13])=[CH:11][C:4]=2[N:3]=[C:2]1[N:16]1[CH2:20][CH2:19][CH2:18][CH2:17]1. (4) Reactant: C([Li])CCC.Br[C:7]1[CH:8]=[N:9][CH:10]=[CH:11][C:12]=1[C:13]([F:16])([F:15])[F:14].C([O:20][B:21](OC(C)C)[O:22]C(C)C)(C)C. Product: [F:14][C:13]([F:16])([F:15])[C:12]1[CH:11]=[CH:10][N:9]=[CH:8][C:7]=1[B:21]([OH:22])[OH:20]. The catalyst class is: 1. (5) Reactant: [NH2:1][C:2]1[CH:3]=[CH:4][C:5]([C:9]([F:12])([F:11])[F:10])=[N:6][C:7]=1I.[CH3:13][N:14](C=O)C. Product: [NH2:1][C:2]1[CH:3]=[CH:4][C:5]([C:9]([F:12])([F:11])[F:10])=[N:6][C:7]=1[C:13]#[N:14]. The catalyst class is: 267.